This data is from Forward reaction prediction with 1.9M reactions from USPTO patents (1976-2016). The task is: Predict the product of the given reaction. (1) Given the reactants [Cl:1][C:2]1[CH:7]=[CH:6][C:5]([C@H:8]2[N:15]3[C:11]([S:12][C:13]([C:19](O)=[O:20])=[C:14]3[CH:16]([CH3:18])[CH3:17])=[N:10][C@:9]2([C:23]2[CH:28]=[CH:27][C:26]([Cl:29])=[CH:25][CH:24]=2)[CH3:22])=[CH:4][CH:3]=1.[CH3:30][NH:31][CH:32]1[CH2:35][N:34]([CH3:36])[CH2:33]1, predict the reaction product. The product is: [Cl:1][C:2]1[CH:3]=[CH:4][C:5]([C@H:8]2[N:15]3[C:11]([S:12][C:13]([C:19]([N:31]([CH3:30])[CH:32]4[CH2:35][N:34]([CH3:36])[CH2:33]4)=[O:20])=[C:14]3[CH:16]([CH3:17])[CH3:18])=[N:10][C@:9]2([C:23]2[CH:24]=[CH:25][C:26]([Cl:29])=[CH:27][CH:28]=2)[CH3:22])=[CH:6][CH:7]=1. (2) Given the reactants [C:1]([C:5]1[CH:6]=[CH:7][C:8]2[NH:9][C:10]3[C:15]([C:16]=2[CH:17]=1)=[CH:14][C:13]([C:18]([CH3:21])([CH3:20])[CH3:19])=[CH:12][CH:11]=3)([CH3:4])([CH3:3])[CH3:2].[Br:22][C:23]1[CH:28]=[CH:27][C:26](Br)=[CH:25][CH:24]=1.C([O-])([O-])=O.[K+].[K+].C1OCCOCCOCCOCCOCCOC1, predict the reaction product. The product is: [Br:22][C:23]1[CH:28]=[CH:27][C:26]([N:9]2[C:10]3[CH:11]=[CH:12][C:13]([C:18]([CH3:21])([CH3:20])[CH3:19])=[CH:14][C:15]=3[C:16]3[C:8]2=[CH:7][CH:6]=[C:5]([C:1]([CH3:4])([CH3:3])[CH3:2])[CH:17]=3)=[CH:25][CH:24]=1. (3) Given the reactants [C:1]([O:5][C:6]([N:8]1[C:16]2[C:11](=[CH:12][CH:13]=[C:14]([O:17][CH3:18])[CH:15]=2)[C:10]([C:19]#[N:20])=[C:9]1[C:21](O)=[O:22])=[O:7])([CH3:4])([CH3:3])[CH3:2].C1C=CC2N(O)N=NC=2C=1.C1CCC(N=C=NC2CCCCC2)CC1.[CH3:49][O:50][C:51](=[O:62])[C:52]1[CH:57]=[CH:56][CH:55]=[C:54]([C:58](=[NH:61])[NH:59]O)[CH:53]=1, predict the reaction product. The product is: [C:1]([O:5][C:6]([N:8]1[C:16]2[C:11](=[CH:12][CH:13]=[C:14]([O:17][CH3:18])[CH:15]=2)[C:10]([C:19]#[N:20])=[C:9]1[C:21]1[O:22][N:61]=[C:58]([C:54]2[CH:55]=[CH:56][CH:57]=[C:52]([C:51]([O:50][CH3:49])=[O:62])[CH:53]=2)[N:59]=1)=[O:7])([CH3:3])([CH3:4])[CH3:2]. (4) Given the reactants Br[C:2]1[CH:7]=[CH:6][CH:5]=[CH:4][C:3]=1[P:8]([C:19]1[C:28]2[C:23](=[CH:24][CH:25]=[CH:26][CH:27]=2)[CH:22]=[CH:21][CH:20]=1)[C:9]1[C:18]2[C:13](=[CH:14][CH:15]=[CH:16][CH:17]=2)[CH:12]=[CH:11][CH:10]=1.[P:29](Cl)([O:33][CH2:34][CH3:35])[O:30][CH2:31][CH3:32], predict the reaction product. The product is: [C:9]1([P:8]([C:19]2[C:28]3[C:23](=[CH:24][CH:25]=[CH:26][CH:27]=3)[CH:22]=[CH:21][CH:20]=2)[C:3]2[CH:4]=[CH:5][CH:6]=[CH:7][C:2]=2[P:29]([O:33][CH2:34][CH3:35])[O:30][CH2:31][CH3:32])[C:18]2[C:13](=[CH:14][CH:15]=[CH:16][CH:17]=2)[CH:12]=[CH:11][CH:10]=1. (5) Given the reactants Br[C:2]1[O:6][C:5]([CH:7]=[CH:8][C:9]([O:11][CH3:12])=[O:10])=[CH:4][CH:3]=1.[C:13]([CH2:22][N-:23][CH2:24][C:25]1[CH:30]=[CH:29][CH:28]=[C:27](B2OC(C)(C)C(C)(C)O2)[CH:26]=1)(=O)[CH2:14][CH2:15][CH2:16][CH2:17][CH2:18][CH2:19]C.[OH2:40].[CH3:41]N(C)C=O, predict the reaction product. The product is: [CH3:41][N:23]([CH2:24][C:25]1[CH:26]=[C:27]([C:2]2[O:6][C:5]([CH:7]=[CH:8][C:9]([O:11][CH3:12])=[O:10])=[CH:4][CH:3]=2)[CH:28]=[CH:29][CH:30]=1)[C:22](=[O:40])[CH2:13][CH2:14][CH2:15][CH2:16][CH2:17][CH2:18][CH3:19]. (6) Given the reactants [C:1]([OH:10])(=O)[CH2:2][CH2:3]CC[C:6]([OH:8])=[O:7].[C:11]([OH:22])(=[O:21])[CH2:12][CH:13]([CH2:17][C:18]([OH:20])=[O:19])[C:14]([OH:16])=[O:15].C(C(O)=O)C(C(O)=O)C(C(O)=O)CC(O)=O.C1C(C2OC2)CC2OC2C1, predict the reaction product. The product is: [C:6](=[O:8])=[O:7].[CH2:1]1[O:10][CH:2]1[CH3:3].[C:11]([OH:22])(=[O:21])[CH2:12][CH:13]([CH2:17][C:18]([OH:20])=[O:19])[C:14]([OH:16])=[O:15]. (7) Given the reactants [NH:1]1[CH:5]=[CH:4][N:3]=[CH:2]1.Cl[CH2:7][C:8]1[CH:13]=[CH:12][C:11]([C@H:14]([C:32]2[CH:37]=[CH:36][C:35]([Cl:38])=[CH:34][CH:33]=2)[N:15]2[CH2:18][C:17](=[C:19]([C:24]3[CH:29]=[C:28]([F:30])[CH:27]=[C:26]([F:31])[CH:25]=3)[S:20]([CH3:23])(=[O:22])=[O:21])[CH2:16]2)=[CH:10][CH:9]=1.[I-].[Na+], predict the reaction product. The product is: [Cl:38][C:35]1[CH:34]=[CH:33][C:32]([C@@H:14]([C:11]2[CH:10]=[CH:9][C:8]([CH2:7][N:1]3[CH:5]=[CH:4][N:3]=[CH:2]3)=[CH:13][CH:12]=2)[N:15]2[CH2:18][C:17](=[C:19]([C:24]3[CH:25]=[C:26]([F:31])[CH:27]=[C:28]([F:30])[CH:29]=3)[S:20]([CH3:23])(=[O:21])=[O:22])[CH2:16]2)=[CH:37][CH:36]=1.